From a dataset of Full USPTO retrosynthesis dataset with 1.9M reactions from patents (1976-2016). Predict the reactants needed to synthesize the given product. (1) Given the product [ClH:1].[C:30]([C:27]1[CH:26]=[CH:25][C:24]([CH2:23][O:22][C:19]2[CH:20]=[CH:21][C:16]([C@@H:14]3[CH2:15][C@H:13]3[NH:5][CH2:4][C:3]([NH2:2])=[O:32])=[CH:17][CH:18]=2)=[CH:29][CH:28]=1)#[N:31], predict the reactants needed to synthesize it. The reactants are: [ClH:1].[NH2:2][C:3](=[O:32])[CH2:4][N:5]([C@@H:13]1[CH2:15][C@H:14]1[C:16]1[CH:21]=[CH:20][C:19]([O:22][CH2:23][C:24]2[CH:29]=[CH:28][C:27]([C:30]#[N:31])=[CH:26][CH:25]=2)=[CH:18][CH:17]=1)C(=O)OC(C)(C)C. (2) Given the product [CH2:43]([C:42]1[S:41][C:40]2[CH:50]=[CH:51][CH:52]=[CH:53][C:39]=2[C:38]=1[C:35]1[CH:36]=[CH:37][C:32]([C:28]2[CH:27]=[C:26]([Br:54])[C:25]([O:24][C@@H:10]([C:9]([O:8][CH3:7])=[O:55])[CH2:11][CH2:12][NH:13][C:14](=[O:23])[C:15]3[C:20](=[CH:19][CH:18]=[CH:17][CH:16]=3)[C:1]([OH:3])=[O:4])=[C:30]([Br:31])[CH:29]=2)=[CH:33][CH:34]=1)[C:44]1[CH:49]=[CH:48][CH:47]=[CH:46][CH:45]=1, predict the reactants needed to synthesize it. The reactants are: [C:1](=[O:4])([O-:3])[O-].[K+].[K+].[CH3:7][O:8][C:9](=[O:55])[C@H:10]([O:24][C:25]1[C:30]([Br:31])=[CH:29][C:28]([C:32]2[CH:37]=[CH:36][C:35]([C:38]3[C:39]4[CH:53]=[CH:52][CH:51]=[CH:50][C:40]=4[S:41][C:42]=3[CH2:43][C:44]3[CH:49]=[CH:48][CH:47]=[CH:46][CH:45]=3)=[CH:34][CH:33]=2)=[CH:27][C:26]=1[Br:54])[CH2:11][CH2:12][N:13]1C(=O)[C:20]2[C:15](=[CH:16][CH:17]=[CH:18][CH:19]=2)[C:14]1=[O:23].CO.Cl.